This data is from Full USPTO retrosynthesis dataset with 1.9M reactions from patents (1976-2016). The task is: Predict the reactants needed to synthesize the given product. (1) Given the product [S:13]1[CH:17]=[CH:16][CH:15]=[C:14]1[CH2:18][O:19][C:11](=[O:12])[NH:10][C:7]1[CH:6]=[CH:5][C:4]([C:1](=[O:3])[CH3:2])=[CH:9][CH:8]=1, predict the reactants needed to synthesize it. The reactants are: [C:1]([C:4]1[CH:9]=[CH:8][C:7]([N:10]=[C:11]=[O:12])=[CH:6][CH:5]=1)(=[O:3])[CH3:2].[S:13]1[CH:17]=[CH:16][CH:15]=[C:14]1[CH2:18][OH:19]. (2) Given the product [Br:1][C:2]1[CH:10]=[C:9]2[C:5](=[CH:4][CH:3]=1)[CH2:6][C:7]1([CH2:14][CH2:13][CH2:12]1)[C:8]2=[N:21][S:19]([C:16]([CH3:18])([CH3:17])[CH3:15])=[O:20], predict the reactants needed to synthesize it. The reactants are: [Br:1][C:2]1[CH:10]=[C:9]2[C:5]([CH2:6][C:7]3([CH2:14][CH2:13][CH2:12]3)[C:8]2=O)=[CH:4][CH:3]=1.[CH3:15][C:16]([S:19]([NH2:21])=[O:20])([CH3:18])[CH3:17].O. (3) Given the product [CH3:1][C:2]1[O:6][N:5]=[C:4]([C:7]2[CH:8]=[CH:9][CH:10]=[CH:11][CH:12]=2)[C:3]=1[CH2:13][O:14][C:15]1[N:16]=[CH:17][C:18]([C:19]([N:24]2[CH2:29][CH2:28][O:27][CH2:26][CH2:25]2)=[O:21])=[CH:22][CH:23]=1, predict the reactants needed to synthesize it. The reactants are: [CH3:1][C:2]1[O:6][N:5]=[C:4]([C:7]2[CH:12]=[CH:11][CH:10]=[CH:9][CH:8]=2)[C:3]=1[CH2:13][O:14][C:15]1[CH:23]=[CH:22][C:18]([C:19]([OH:21])=O)=[CH:17][N:16]=1.[NH:24]1[CH2:29][CH2:28][O:27][CH2:26][CH2:25]1. (4) Given the product [NH2:8][C@@H:9]1[CH2:14][CH2:13][CH2:12][CH2:11][C@H:10]1[C:15]([N:17]1[CH2:18][CH2:19][CH:20]([CH2:23][C:24]([NH:31][C:30]2[CH:29]=[C:28]([Cl:27])[CH:34]=[C:33]([Cl:35])[CH:32]=2)=[O:26])[CH2:21][CH2:22]1)=[O:16], predict the reactants needed to synthesize it. The reactants are: C(OC([NH:8][C@@H:9]1[CH2:14][CH2:13][CH2:12][CH2:11][C@H:10]1[C:15]([N:17]1[CH2:22][CH2:21][CH:20]([CH2:23][C:24]([OH:26])=O)[CH2:19][CH2:18]1)=[O:16])=O)(C)(C)C.[Cl:27][C:28]1[CH:29]=[C:30]([CH:32]=[C:33]([Cl:35])[CH:34]=1)[NH2:31].CN(C(ON1N=NC2C=CC=NC1=2)=[N+](C)C)C.F[P-](F)(F)(F)(F)F.CCN(C(C)C)C(C)C. (5) Given the product [ClH:1].[N:2]1([CH2:8][CH2:9][O:10][C:11]2[CH:16]=[CH:15][C:14]([C@@H:17]3[C:25]4[C:20](=[CH:21][CH:22]=[C:23]([OH:26])[CH:24]=4)[C@@:19]4([C:34]5[C:29](=[CH:30][C:31]([OH:35])=[CH:32][CH:33]=5)[CH2:28][CH2:27]4)[CH2:18]3)=[CH:13][CH:12]=2)[CH2:7][CH2:6][CH2:5][CH2:4][CH2:3]1, predict the reactants needed to synthesize it. The reactants are: [ClH:1].[N:2]1([CH2:8][CH2:9][O:10][C:11]2[CH:16]=[CH:15][C:14]([CH:17]3[C:25]4[C:20](=[CH:21][CH:22]=[C:23]([OH:26])[CH:24]=4)[C:19]4([C:34]5[C:29](=[CH:30][C:31]([OH:35])=[CH:32][CH:33]=5)[CH2:28][CH2:27]4)[CH2:18]3)=[CH:13][CH:12]=2)[CH2:7][CH2:6][CH2:5][CH2:4][CH2:3]1. (6) Given the product [N:1]1([C:6]2[CH:7]=[CH:8][C:9]([C:12]3[O:16][C:15]([NH:17][C:18]4[CH:19]=[CH:20][CH:21]=[C:22]5[C:27]=4[CH2:26][CH:25]([OH:28])[CH2:24][CH2:23]5)=[N:14][CH:13]=3)=[CH:10][CH:11]=2)[CH2:5][CH2:4][CH2:3][CH2:2]1, predict the reactants needed to synthesize it. The reactants are: [N:1]1([C:6]2[CH:11]=[CH:10][C:9]([C:12]3[O:16][C:15]([NH:17][C:18]4[CH:19]=[CH:20][CH:21]=[C:22]5[C:27]=4[CH2:26][C:25](=[O:28])[CH2:24][CH2:23]5)=[N:14][CH:13]=3)=[CH:8][CH:7]=2)[CH2:5][CH2:4][CH2:3][CH2:2]1.FC(F)(F)C1C=CC(C2OC(NC3C=CC=C4C=3CC(=O)CC4)=NC=2)=CC=1. (7) Given the product [C:1]([N:9]1[C:18]2[C:13](=[C:14]([Cl:22])[CH:15]=[CH:16][CH:17]=2)[CH:12]=[CH:11][CH:10]1[C:20]#[N:21])(=[O:8])[C:2]1[CH:7]=[CH:6][CH:5]=[CH:4][CH:3]=1, predict the reactants needed to synthesize it. The reactants are: [C:1]([N:9]1[C:18]2[C:13](=[CH:14][C:15](C)=[CH:16][CH:17]=2)[CH:12]=[CH:11][CH:10]1[C:20]#[N:21])(=[O:8])[C:2]1[CH:7]=[CH:6][CH:5]=[CH:4][CH:3]=1.[Cl:22]C1C=CC=C2C=1C=CC=N2. (8) Given the product [Cl:1][C:2]1[CH:3]=[CH:4][C:5]2[NH:11][C:10]3[CH:12]=[CH:13][CH:14]=[CH:15][C:9]=3[C:8]([N:23]3[CH2:22][CH2:21][NH:20][CH:19]([CH3:18])[CH2:24]3)=[N:7][C:6]=2[CH:17]=1, predict the reactants needed to synthesize it. The reactants are: [Cl:1][C:2]1[CH:3]=[CH:4][C:5]2[NH:11][C:10]3[CH:12]=[CH:13][CH:14]=[CH:15][C:9]=3[C:8](=O)[NH:7][C:6]=2[CH:17]=1.[CH3:18][CH:19]1[CH2:24][NH:23][CH2:22][CH2:21][NH:20]1. (9) Given the product [CH2:1]([O:3][C:4]1[CH:9]=[C:8]([C:10]2[CH:11]=[CH:12][CH:13]=[CH:14][CH:15]=2)[N:7]=[C:6]([NH2:16])[CH:5]=1)[CH3:2], predict the reactants needed to synthesize it. The reactants are: [CH2:1]([O:3][C:4]1[CH:9]=[C:8]([C:10]2[CH:15]=[CH:14][CH:13]=[CH:12][CH:11]=2)[N:7]=[C:6]([NH:16]C(=O)OC(C)(C)C)[CH:5]=1)[CH3:2].FC(F)(F)C(O)=O. (10) Given the product [Si:18]([O:17][C@H:14]1[CH2:15][CH2:16][C@H:11]([N:10]2[C:9]3[CH:25]=[C:26]([C:29]4[N:30]=[C:31]([N:38]([C:39]5[CH:44]=[C:43]([C:45]#[N:46])[CH:42]=[CH:41][N:40]=5)[C:47](=[O:48])[O:49][C:50]([CH3:51])([CH3:52])[CH3:53])[CH:32]=[C:33]([CH:35]5[CH2:37][CH2:36]5)[CH:34]=4)[CH:27]=[CH:28][C:8]=3[N:7]=[C:6]2[CH2:5][OH:4])[CH2:12][CH2:13]1)([C:21]([CH3:22])([CH3:23])[CH3:24])([CH3:19])[CH3:20], predict the reactants needed to synthesize it. The reactants are: C([O:4][CH2:5][C:6]1[N:10]([C@H:11]2[CH2:16][CH2:15][C@H:14]([O:17][Si:18]([C:21]([CH3:24])([CH3:23])[CH3:22])([CH3:20])[CH3:19])[CH2:13][CH2:12]2)[C:9]2[CH:25]=[C:26]([C:29]3[CH:34]=[C:33]([CH:35]4[CH2:37][CH2:36]4)[CH:32]=[C:31]([N:38]([C:47]([O:49][C:50]([CH3:53])([CH3:52])[CH3:51])=[O:48])[C:39]4[CH:44]=[C:43]([C:45]#[N:46])[CH:42]=[CH:41][N:40]=4)[N:30]=3)[CH:27]=[CH:28][C:8]=2[N:7]=1)(=O)C.C(=O)([O-])[O-].[K+].[K+].